Dataset: Reaction yield outcomes from USPTO patents with 853,638 reactions. Task: Predict the reaction yield, written as a fraction of the theoretical maximum amount of product (1.0 means a 100% yield; for example, 0.34 means a 34% yield). The reactants are Br[C:2]1[CH:3]=[CH:4][C:5]([O:8][C:9]2[CH:14]=[CH:13][CH:12]=[CH:11][CH:10]=2)=[N:6][CH:7]=1.C([Li])CCC.CN(C)[CH:22]=[O:23]. The catalyst is O1CCCC1. The product is [O:8]([C:5]1[N:6]=[CH:7][C:2]([CH:22]=[O:23])=[CH:3][CH:4]=1)[C:9]1[CH:14]=[CH:13][CH:12]=[CH:11][CH:10]=1. The yield is 0.370.